This data is from Forward reaction prediction with 1.9M reactions from USPTO patents (1976-2016). The task is: Predict the product of the given reaction. Given the reactants [CH2:1]([O:3][C:4](=[O:29])[CH2:5][C:6]1[CH:11]=[CH:10][C:9]([O:12][CH3:13])=[C:8]([O:14][C:15]2[CH:20]=[CH:19][C:18]([NH2:21])=[CH:17][C:16]=2[CH2:22][S:23][CH2:24][C:25]([F:28])([F:27])[F:26])[CH:7]=1)[CH3:2].[CH:30]1([C:33](Cl)=[O:34])[CH2:32][CH2:31]1, predict the reaction product. The product is: [CH2:1]([O:3][C:4](=[O:29])[CH2:5][C:6]1[CH:11]=[CH:10][C:9]([O:12][CH3:13])=[C:8]([O:14][C:15]2[CH:20]=[CH:19][C:18]([NH:21][C:33]([CH:30]3[CH2:32][CH2:31]3)=[O:34])=[CH:17][C:16]=2[CH2:22][S:23][CH2:24][C:25]([F:26])([F:27])[F:28])[CH:7]=1)[CH3:2].